From a dataset of Catalyst prediction with 721,799 reactions and 888 catalyst types from USPTO. Predict which catalyst facilitates the given reaction. Reactant: [Cl:1][C:2]1[N:3]=[CH:4][NH:5][C:6]=1[C:7]([O:9]C)=[O:8].CO.[OH-].[Na+].Cl. Product: [Cl:1][C:2]1[N:3]=[CH:4][NH:5][C:6]=1[C:7]([OH:9])=[O:8]. The catalyst class is: 12.